From a dataset of Full USPTO retrosynthesis dataset with 1.9M reactions from patents (1976-2016). Predict the reactants needed to synthesize the given product. (1) Given the product [CH2:3]([O:5][C:6]([C:7]1[C:21](=[O:22])[C:20]2[C:26](=[CH:27][CH:28]=[CH:29][CH:30]=2)[NH:25][C:8]=1[C:10]1[CH:15]=[CH:14][C:13]([N+:16]([O-:18])=[O:17])=[CH:12][CH:11]=1)=[O:19])[CH3:4], predict the reactants needed to synthesize it. The reactants are: [H-].[Na+].[CH2:3]([O:5][C:6](=[O:19])[CH2:7][C:8]([C:10]1[CH:15]=[CH:14][C:13]([N+:16]([O-:18])=[O:17])=[CH:12][CH:11]=1)=O)[CH3:4].[C:20]12[C:26](=[CH:27][CH:28]=[CH:29][CH:30]=1)[NH:25]C(=O)O[C:21]2=[O:22]. (2) Given the product [CH2:16]([C@H:15]1[CH2:14][O:13][C:12](=[O:23])[N:11]1[C:9](=[O:10])[C@H:8]([CH2:24][CH:25]1[CH2:32][CH2:31][C:28]2([CH2:29][CH2:30]2)[CH2:27][CH2:26]1)[CH2:7][C:6]([OH:33])=[O:5])[C:17]1[CH:18]=[CH:19][CH:20]=[CH:21][CH:22]=1, predict the reactants needed to synthesize it. The reactants are: C([O:5][C:6](=[O:33])[CH2:7][C@@H:8]([CH2:24][CH:25]1[CH2:32][CH2:31][C:28]2([CH2:30][CH2:29]2)[CH2:27][CH2:26]1)[C:9]([N:11]1[C@@H:15]([CH2:16][C:17]2[CH:22]=[CH:21][CH:20]=[CH:19][CH:18]=2)[CH2:14][O:13][C:12]1=[O:23])=[O:10])(C)(C)C.CCN(CC)CC.[Si](OS(C(F)(F)F)(=O)=O)(C)(C)C.O. (3) Given the product [Cl:1][C:2]1[CH:3]=[C:4]([CH:16]=[C:17]([Cl:20])[C:18]=1[Cl:19])[CH2:5][N:6]1[CH:10]=[C:9]([C:11]([NH:21][NH2:22])=[O:12])[N:8]=[N:7]1, predict the reactants needed to synthesize it. The reactants are: [Cl:1][C:2]1[CH:3]=[C:4]([CH:16]=[C:17]([Cl:20])[C:18]=1[Cl:19])[CH2:5][N:6]1[CH:10]=[C:9]([C:11](OCC)=[O:12])[N:8]=[N:7]1.[NH2:21][NH2:22].